From a dataset of Forward reaction prediction with 1.9M reactions from USPTO patents (1976-2016). Predict the product of the given reaction. (1) Given the reactants C(=O)([O-])[O-].[Cs+].[Cs+].[NH2:7][C:8]1[CH:9]=[CH:10][C:11]2[N:15]=[C:14]([S:16][CH2:17][CH2:18][CH2:19][NH:20][C:21](=[O:27])[O:22][C:23]([CH3:26])([CH3:25])[CH3:24])[N:13]([CH2:28][CH:29]=[C:30]([CH3:32])[CH3:31])[C:12]=2[CH:33]=1.[C:34](Br)(=[O:41])[C:35]1[CH:40]=[CH:39][CH:38]=[CH:37][CH:36]=1, predict the reaction product. The product is: [C:34]([NH:7][C:8]1[CH:9]=[CH:10][C:11]2[N:15]=[C:14]([S:16][CH2:17][CH2:18][CH2:19][NH:20][C:21](=[O:27])[O:22][C:23]([CH3:24])([CH3:25])[CH3:26])[N:13]([CH2:28][CH:29]=[C:30]([CH3:32])[CH3:31])[C:12]=2[CH:33]=1)(=[O:41])[C:35]1[CH:40]=[CH:39][CH:38]=[CH:37][CH:36]=1. (2) Given the reactants [CH3:1][C:2]([C:4]1[CH:9]=[CH:8][C:7]([N+:10]([O-:12])=[O:11])=[CH:6][CH:5]=1)=[O:3].C1(C)C=CC(S(O)(=O)=O)=CC=1.[CH2:24](O)[CH2:25][OH:26], predict the reaction product. The product is: [N+:10]([C:7]1[CH:6]=[CH:5][C:4]([C:2]2([CH3:1])[O:26][CH2:25][CH2:24][O:3]2)=[CH:9][CH:8]=1)([O-:12])=[O:11].